Dataset: Full USPTO retrosynthesis dataset with 1.9M reactions from patents (1976-2016). Task: Predict the reactants needed to synthesize the given product. (1) The reactants are: [F:1][C:2]1[CH:20]=[CH:19][C:5]([CH2:6][NH:7][C@H:8]2[C@@H:13]3[CH2:14][C@@H:10]([CH2:11][CH2:12]3)[C@H:9]2[C:15](OC)=[O:16])=[CH:4][CH:3]=1.[CH3:21][S:22]([NH:25][C:26]1[CH:41]=[CH:40][C:29]2[NH:30][C:31]([CH2:36][C:37](O)=[O:38])=[N:32][S:33](=[O:35])(=[O:34])[C:28]=2[CH:27]=1)(=[O:24])=[O:23].CN1CCOCC1.Cl.CN(C)CCCN=C=NCC.C(N(CC)CC)C. Given the product [F:1][C:2]1[CH:3]=[CH:4][C:5]([CH2:6][N:7]2[C:37](=[O:38])[C:36]([C:31]3[NH:30][C:29]4[CH:40]=[CH:41][C:26]([NH:25][S:22]([CH3:21])(=[O:24])=[O:23])=[CH:27][C:28]=4[S:33](=[O:35])(=[O:34])[N:32]=3)=[C:15]([OH:16])[C@H:9]3[C@@H:8]2[C@@H:13]2[CH2:14][C@H:10]3[CH2:11][CH2:12]2)=[CH:19][CH:20]=1, predict the reactants needed to synthesize it. (2) Given the product [CH2:9]([O:8][C:6]([C:5]1[C:4](=[O:21])[C:18]2[C:13](=[C:14]([CH3:20])[N:15]=[C:16]([CH3:19])[CH:17]=2)[NH:12][CH:11]=1)=[O:7])[CH3:10], predict the reactants needed to synthesize it. The reactants are: C(O[C:4](=[O:21])[C:5](=[CH:11][NH:12][C:13]1[C:14]([CH3:20])=[N:15][C:16]([CH3:19])=[CH:17][CH:18]=1)[C:6]([O:8][CH2:9][CH3:10])=[O:7])C.C1(OC2C=CC=CC=2)C=CC=CC=1. (3) Given the product [CH3:1][O:2][C:3]([C:4]1[CH:9]=[CH:8][C:7]2[N:10]([CH3:11])[C:13](=[O:19])[NH:14][S:15](=[O:17])(=[O:16])[C:6]=2[CH:5]=1)=[O:12], predict the reactants needed to synthesize it. The reactants are: [CH3:1][O:2][C:3](=[O:12])[C:4]1[CH:9]=[CH:8][C:7]([NH:10][CH3:11])=[CH:6][CH:5]=1.[C:13](=[O:19])=[N:14][S:15](Cl)(=[O:17])=[O:16].[Cl-].[Cl-].[Cl-].[Al+3].